From a dataset of NCI-60 drug combinations with 297,098 pairs across 59 cell lines. Regression. Given two drug SMILES strings and cell line genomic features, predict the synergy score measuring deviation from expected non-interaction effect. (1) Drug 1: C1CC(C1)(C(=O)O)C(=O)O.[NH2-].[NH2-].[Pt+2]. Drug 2: CN(C(=O)NC(C=O)C(C(C(CO)O)O)O)N=O. Cell line: OVCAR-5. Synergy scores: CSS=-0.635, Synergy_ZIP=-0.332, Synergy_Bliss=0.754, Synergy_Loewe=-5.05, Synergy_HSA=-3.02. (2) Drug 1: C1CC(C1)(C(=O)O)C(=O)O.[NH2-].[NH2-].[Pt+2]. Synergy scores: CSS=32.5, Synergy_ZIP=-2.60, Synergy_Bliss=-3.50, Synergy_Loewe=-4.35, Synergy_HSA=-1.32. Cell line: T-47D. Drug 2: C1=CC=C(C=C1)NC(=O)CCCCCCC(=O)NO.